This data is from Forward reaction prediction with 1.9M reactions from USPTO patents (1976-2016). The task is: Predict the product of the given reaction. Given the reactants [CH3:1][N:2]1[CH2:7][CH2:6][NH:5][CH2:4][CH2:3]1.[Cl:8][C:9]1[CH:14]=[C:13]([Cl:15])[C:12]([O:16][CH3:17])=[CH:11][C:10]=1[NH:18][C:19]1[C:24]([C:25]#[N:26])=[CH:23][N:22]=[C:21]2[CH:27]=[C:28]([C:30]3[CH:35]=[CH:34][C:33]([CH:36]=O)=[CH:32][CH:31]=3)[S:29][C:20]=12.C(O[BH-](OC(=O)C)OC(=O)C)(=O)C.[Na+], predict the reaction product. The product is: [Cl:8][C:9]1[CH:14]=[C:13]([Cl:15])[C:12]([O:16][CH3:17])=[CH:11][C:10]=1[NH:18][C:19]1[C:24]([C:25]#[N:26])=[CH:23][N:22]=[C:21]2[CH:27]=[C:28]([C:30]3[CH:35]=[CH:34][C:33]([CH2:36][N:5]4[CH2:6][CH2:7][N:2]([CH3:1])[CH2:3][CH2:4]4)=[CH:32][CH:31]=3)[S:29][C:20]=12.